This data is from NCI-60 drug combinations with 297,098 pairs across 59 cell lines. The task is: Regression. Given two drug SMILES strings and cell line genomic features, predict the synergy score measuring deviation from expected non-interaction effect. Drug 1: C1=NC(=NC(=O)N1C2C(C(C(O2)CO)O)O)N. Drug 2: CNC(=O)C1=NC=CC(=C1)OC2=CC=C(C=C2)NC(=O)NC3=CC(=C(C=C3)Cl)C(F)(F)F. Cell line: NCI-H460. Synergy scores: CSS=60.8, Synergy_ZIP=-2.90, Synergy_Bliss=-1.45, Synergy_Loewe=-39.6, Synergy_HSA=-0.956.